From a dataset of Reaction yield outcomes from USPTO patents with 853,638 reactions. Predict the reaction yield, written as a fraction of the theoretical maximum amount of product (1.0 means a 100% yield; for example, 0.34 means a 34% yield). (1) The yield is 0.410. The catalyst is C(Cl)Cl.O1CCOCC1. The reactants are [Cl:29][C:26]1[CH:27]=[CH:28][C:23]([S:22][S:22][C:23]2[CH:28]=[CH:27][C:26]([Cl:29])=[CH:25][C:24]=2[NH:30][S:31]([C:34]2[O:35][C:36]3[CH:42]=[CH:41][CH:40]=[CH:39][C:37]=3[CH:38]=2)(=[O:33])=[O:32])=[C:24]([NH:30][S:31]([C:34]2[O:35][C:36]3[CH:42]=[CH:41][CH:40]=[CH:39][C:37]=3[CH:38]=2)(=[O:33])=[O:32])[CH:25]=1.C([O-])(O)=O.[Na+].C1(P(C2C=CC=CC=2)C2C=CC=CC=2)C=CC=CC=1.Br[CH2:68][C:69]([OH:71])=[O:70]. The product is [O:35]1[C:36]2[CH:42]=[CH:41][CH:40]=[CH:39][C:37]=2[CH:38]=[C:34]1[S:31]([NH:30][C:24]1[CH:25]=[C:26]([Cl:29])[CH:27]=[CH:28][C:23]=1[S:22][CH2:68][C:69]([OH:71])=[O:70])(=[O:33])=[O:32]. (2) The yield is 0.360. The reactants are [Cl:1][C:2]1[CH:7]=[CH:6][C:5]([C:8](=[NH:20])[NH:9][C:10]2[CH:15]=[CH:14][C:13]([S:16]([CH3:19])(=[O:18])=[O:17])=[CH:12][CH:11]=2)=[CH:4][CH:3]=1.C(=O)(O)[O-].[Na+].Cl[CH2:27][C:28]([C:30]1[CH:35]=[CH:34][C:33]([F:36])=[CH:32][CH:31]=1)=O. The product is [Cl:1][C:2]1[CH:3]=[CH:4][C:5]([C:8]2[N:9]([C:10]3[CH:15]=[CH:14][C:13]([S:16]([CH3:19])(=[O:17])=[O:18])=[CH:12][CH:11]=3)[CH:27]=[C:28]([C:30]3[CH:35]=[CH:34][C:33]([F:36])=[CH:32][CH:31]=3)[N:20]=2)=[CH:6][CH:7]=1. The catalyst is C(O)(C)C. (3) The reactants are [N:1]1([CH:6]2[CH2:15][CH2:14][C:13]3[CH:12]=[C:11]([C:16]4[CH:17]=[C:18]([CH:22]=[CH:23][CH:24]=4)[C:19]([OH:21])=O)[CH:10]=[CH:9][C:8]=3[CH2:7]2)[CH2:5][CH2:4][CH2:3][CH2:2]1.[CH2:25]([NH:27][CH3:28])C.C1C=CC2N(O)N=NC=2C=1.CCN=C=NCCCN(C)C.Cl.C(N(CC)CC)C. The catalyst is C(Cl)Cl. The product is [CH3:25][N:27]([CH3:28])[C:19](=[O:21])[C:18]1[CH:22]=[CH:23][CH:24]=[C:16]([C:11]2[CH:10]=[CH:9][C:8]3[CH2:7][CH:6]([N:1]4[CH2:5][CH2:4][CH2:3][CH2:2]4)[CH2:15][CH2:14][C:13]=3[CH:12]=2)[CH:17]=1. The yield is 0.620.